From a dataset of Forward reaction prediction with 1.9M reactions from USPTO patents (1976-2016). Predict the product of the given reaction. (1) The product is: [C:55](=[O:56])([O:57][C:58]1[CH:59]=[CH:60][C:61]([N+:64]([O-:66])=[O:65])=[CH:62][CH:63]=1)[O:24][CH2:23][CH2:22][CH2:21][C@H:20]([O:19][CH2:1][CH2:2][CH2:3][CH2:4][CH2:5][CH2:6][CH2:7][CH2:8][CH2:9][CH2:10][CH2:11][CH2:12][CH2:13][CH2:14][CH2:15][CH2:16][CH2:17][CH3:18])[CH2:25][O:26][CH2:27][CH2:28][CH2:29][CH2:30][CH2:31][CH2:32][CH2:33][CH2:34][CH2:35][CH2:36][CH2:37][CH2:38][CH2:39][CH2:40][CH2:41][CH2:42][CH2:43][CH3:44]. Given the reactants [CH2:1]([O:19][C@H:20]([CH2:25][O:26][CH2:27][CH2:28][CH2:29][CH2:30][CH2:31][CH2:32][CH2:33][CH2:34][CH2:35][CH2:36][CH2:37][CH2:38][CH2:39][CH2:40][CH2:41][CH2:42][CH2:43][CH3:44])[CH2:21][CH2:22][CH2:23][OH:24])[CH2:2][CH2:3][CH2:4][CH2:5][CH2:6][CH2:7][CH2:8][CH2:9][CH2:10][CH2:11][CH2:12][CH2:13][CH2:14][CH2:15][CH2:16][CH2:17][CH3:18].CN(C)N1C=CC=CC1.Cl[C:55]([O:57][C:58]1[CH:63]=[CH:62][C:61]([N+:64]([O-:66])=[O:65])=[CH:60][CH:59]=1)=[O:56], predict the reaction product. (2) Given the reactants [CH3:1][C:2]1[CH:7]=[CH:6][C:5]([C:8]2([OH:14])[CH2:13][CH2:12][NH:11][CH2:10][CH2:9]2)=[CH:4][C:3]=1[C:15]([F:18])([F:17])[F:16].C(=O)([O-])[O-].[K+].[K+].Br[CH2:26][CH2:27][CH2:28][CH3:29].Cl, predict the reaction product. The product is: [CH2:26]([N:11]1[CH2:10][CH2:9][C:8]([C:5]2[CH:6]=[CH:7][C:2]([CH3:1])=[C:3]([C:15]([F:16])([F:18])[F:17])[CH:4]=2)([OH:14])[CH2:13][CH2:12]1)[CH2:27][CH2:28][CH3:29]. (3) Given the reactants [CH:1]1([C@@H:4]([NH2:6])[CH3:5])[CH2:3]C1.[F:7][C:8]1[CH:15]=[CH:14][C:11]([CH:12]=O)=[CH:10][CH:9]=1.[CH:16](=[O:23])C1C=CC=CC=1, predict the reaction product. The product is: [F:7][C:8]1[CH:15]=[CH:14][C:11]([CH2:12][NH:6][CH:4]2[CH2:1][CH:3]([O:23][CH3:16])[CH2:5]2)=[CH:10][CH:9]=1. (4) Given the reactants [C:1]([CH:3]([CH:7]1[C:11]([Cl:12])=[C:10](Cl)C(=O)O1)[C:4]([NH2:6])=[O:5])#[N:2].Cl.[Br:16][C:17]1[CH:18]=[CH:19][C:20]([S:25]([CH3:28])(=[O:27])=[O:26])=[C:21]([CH2:23][NH2:24])[CH:22]=1.C(=O)([O-])[O-].[K+].[K+].[OH-].[Na+], predict the reaction product. The product is: [ClH:12].[Br:16][C:17]1[CH:18]=[CH:19][C:20]([S:25]([CH3:28])(=[O:27])=[O:26])=[C:21]([CH:22]=1)[CH2:23][N:24]1[CH:10]=[C:11]([Cl:12])[CH:7]=[C:3]([C:4]([NH2:6])=[O:5])[C:1]1=[NH:2]. (5) Given the reactants [CH:1]([C:3]1[CH:8]=[CH:7][C:6]([O:9][S:10]([C:13]2[CH:18]=[CH:17][C:16]([CH3:19])=[CH:15][CH:14]=2)(=[O:12])=[O:11])=[C:5]([O:20][S:21]([C:24]2[CH:29]=[CH:28][C:27]([CH3:30])=[CH:26][CH:25]=2)(=[O:23])=[O:22])[CH:4]=1)=[O:2].[BH4-].[Na+], predict the reaction product. The product is: [OH:2][CH2:1][C:3]1[CH:8]=[CH:7][C:6]([O:9][S:10]([C:13]2[CH:14]=[CH:15][C:16]([CH3:19])=[CH:17][CH:18]=2)(=[O:11])=[O:12])=[C:5]([O:20][S:21]([C:24]2[CH:25]=[CH:26][C:27]([CH3:30])=[CH:28][CH:29]=2)(=[O:23])=[O:22])[CH:4]=1. (6) Given the reactants C(OC([N:11]1[CH2:23][CH2:22][C:21]2[C:20]3[C:15](=[CH:16][CH:17]=[CH:18][CH:19]=3)[N:14]([CH3:24])[C:13]=2[CH2:12]1)=O)C1C=CC=CC=1.[ClH:25], predict the reaction product. The product is: [ClH:25].[CH3:24][N:14]1[C:15]2[C:20](=[CH:19][CH:18]=[CH:17][CH:16]=2)[C:21]2[CH2:22][CH2:23][NH:11][CH2:12][C:13]1=2. (7) Given the reactants [CH:1]([O:4][C:5]([N:7]1[CH2:13][CH2:12][CH2:11][CH:10]([N:14]([C:30](=[O:32])[CH3:31])[CH2:15][C:16]2[CH:21]=[C:20]([C:22]([F:25])([F:24])[F:23])[CH:19]=[C:18]([C:26]([F:29])([F:28])[F:27])[CH:17]=2)[C:9]2[CH:33]=[C:34](Br)[C:35]([Cl:37])=[CH:36][C:8]1=2)=[O:6])([CH3:3])[CH3:2].C1(P(C2CCCCC2)C2C=CC=CC=2C2C(C(C)C)=CC(C(C)C)=CC=2C(C)C)CCCCC1.CC(C)([O-])C.[Na+].[CH3:79][NH:80][CH3:81], predict the reaction product. The product is: [C:30]([N:14]([CH2:15][C:16]1[CH:21]=[C:20]([C:22]([F:25])([F:24])[F:23])[CH:19]=[C:18]([C:26]([F:29])([F:28])[F:27])[CH:17]=1)[CH:10]1[CH2:11][CH2:12][CH2:13][N:7]([C:5]([O:4][CH:1]([CH3:3])[CH3:2])=[O:6])[C:8]2[CH:36]=[C:35]([Cl:37])[C:34]([N:80]([CH3:81])[CH3:79])=[CH:33][C:9]1=2)(=[O:32])[CH3:31]. (8) Given the reactants C([O-])([O-])=O.[K+].[K+].[C:7]([C:9]1[CH:14]=[CH:13][C:12]([C:15]2[O:16][CH:17]=[C:18]([CH2:20][CH2:21][NH:22]C(=O)C(F)(F)F)[N:19]=2)=[CH:11][CH:10]=1)#[N:8], predict the reaction product. The product is: [NH2:22][CH2:21][CH2:20][C:18]1[N:19]=[C:15]([C:12]2[CH:13]=[CH:14][C:9]([C:7]#[N:8])=[CH:10][CH:11]=2)[O:16][CH:17]=1. (9) The product is: [CH2:33]([N:14]1[CH2:15][CH2:16][CH2:17][CH:12]([C:6]2([CH2:18][C:19]3[CH:24]=[CH:23][CH:22]=[C:21]([Cl:25])[CH:20]=3)[C:5]3[C:9](=[CH:10][C:2]([Cl:1])=[CH:3][CH:4]=3)[NH:8][C:7]2=[O:11])[CH2:13]1)[C:34]1[CH:39]=[CH:38][CH:37]=[CH:36][CH:35]=1. Given the reactants [Cl:1][C:2]1[CH:10]=[C:9]2[C:5]([C:6]([CH2:18][C:19]3[CH:24]=[CH:23][CH:22]=[C:21]([Cl:25])[CH:20]=3)([CH:12]3[CH2:17][CH2:16][CH2:15][NH:14][CH2:13]3)[C:7](=[O:11])[NH:8]2)=[CH:4][CH:3]=1.C(=O)([O-])[O-].[K+].[K+].Br[CH2:33][C:34]1[CH:39]=[CH:38][CH:37]=[CH:36][CH:35]=1, predict the reaction product.